Dataset: Full USPTO retrosynthesis dataset with 1.9M reactions from patents (1976-2016). Task: Predict the reactants needed to synthesize the given product. (1) Given the product [CH:2]1([C@H:8]2[CH2:13][N:12]([C:20]3[N:21]=[C:22]([CH3:32])[CH:23]=[C:24]([NH:26][C:27]4[S:28][CH:29]=[CH:30][N:31]=4)[N:25]=3)[CH2:11][C@@H:10]([CH2:14][C:15]([O:17][CH3:18])=[O:16])[CH2:9]2)[CH2:3][CH2:4][CH2:5][CH2:6][CH2:7]1, predict the reactants needed to synthesize it. The reactants are: Cl.[CH:2]1([C@H:8]2[CH2:13][NH:12][CH2:11][C@@H:10]([CH2:14][C:15]([O:17][CH3:18])=[O:16])[CH2:9]2)[CH2:7][CH2:6][CH2:5][CH2:4][CH2:3]1.Cl[C:20]1[N:25]=[C:24]([NH:26][C:27]2[S:28][CH:29]=[CH:30][N:31]=2)[CH:23]=[C:22]([CH3:32])[N:21]=1.ClC1N=C(NC2NN=CC=2)C=C(C)N=1. (2) Given the product [NH2:1][C:2]1[C:21]2[C:20](=[O:22])[C:19]([C:23]([OH:25])=[O:24])=[CH:18][N:7]3[C@@H:8]([CH2:11][C:12]4[CH:13]=[CH:14][CH:15]=[CH:16][CH:17]=4)[CH2:9][O:10][C:5]([C:6]=23)=[C:4]([NH:37][CH2:36][CH2:35][NH:34][C:29]2[CH:30]=[CH:31][CH:32]=[CH:33][N:28]=2)[C:3]=1[F:27], predict the reactants needed to synthesize it. The reactants are: [NH2:1][C:2]1[C:21]2[C:20](=[O:22])[C:19]([C:23]([OH:25])=[O:24])=[CH:18][N:7]3[C@@H:8]([CH2:11][C:12]4[CH:17]=[CH:16][CH:15]=[CH:14][CH:13]=4)[CH2:9][O:10][C:5]([C:6]=23)=[C:4](F)[C:3]=1[F:27].[N:28]1[CH:33]=[CH:32][CH:31]=[CH:30][C:29]=1[NH:34][CH2:35][CH2:36][NH2:37].C(N(CC)CC)C. (3) Given the product [CH2:1]([N:3]([CH2:28][C:29]1[CH:30]=[CH:31][C:32]([CH2:35][N:36]([CH2:47][CH3:48])[C@@H:37]2[CH2:41][CH2:40][N:39]([C:42](=[O:46])[CH:43]([CH3:45])[CH3:44])[CH2:38]2)=[CH:33][CH:34]=1)[C@@H:4]1[CH2:8][CH2:7][N:6]([C:9]2[C:14]([C:15]([O:17][CH:18]([CH3:19])[CH3:20])=[O:16])=[CH:13][CH:12]=[CH:11][N:10]=2)[CH2:5]1)[CH3:2], predict the reactants needed to synthesize it. The reactants are: [CH2:1]([NH:3][C@@H:4]1[CH2:8][CH2:7][N:6]([C:9]2[C:14]([C:15]([O:17][CH:18]([CH3:20])[CH3:19])=[O:16])=[CH:13][CH:12]=[CH:11][N:10]=2)[CH2:5]1)[CH3:2].C(=O)([O-])[O-].[K+].[K+].Br[CH2:28][C:29]1[CH:34]=[CH:33][C:32]([CH2:35][N:36]([CH2:47][CH3:48])[C@@H:37]2[CH2:41][CH2:40][N:39]([C:42](=[O:46])[CH:43]([CH3:45])[CH3:44])[CH2:38]2)=[CH:31][CH:30]=1.